This data is from Forward reaction prediction with 1.9M reactions from USPTO patents (1976-2016). The task is: Predict the product of the given reaction. Given the reactants [Br:1][C:2]1[CH:3]=[C:4]([CH:7]=[C:8]([NH:13][CH2:14][C:15]2([CH3:35])[CH2:34][CH2:33][CH2:32][C:17]3([O:21][C:20](=[O:22])[N:19]([C:23]4[CH:28]=[CH:27][CH:26]=[C:25]([O:29][CH2:30][CH3:31])[CH:24]=4)[CH2:18]3)[CH2:16]2)[C:9]=1[N+:10]([O-])=O)[C:5]#[N:6].[CH:36](O)=O.C(OC)(OC)OC, predict the reaction product. The product is: [Br:1][C:2]1[C:9]2[N:10]=[CH:36][N:13]([CH2:14][C:15]3([CH3:35])[CH2:34][CH2:33][CH2:32][C:17]4([O:21][C:20](=[O:22])[N:19]([C:23]5[CH:28]=[CH:27][CH:26]=[C:25]([O:29][CH2:30][CH3:31])[CH:24]=5)[CH2:18]4)[CH2:16]3)[C:8]=2[CH:7]=[C:4]([C:5]#[N:6])[CH:3]=1.